Dataset: Reaction yield outcomes from USPTO patents with 853,638 reactions. Task: Predict the reaction yield, written as a fraction of the theoretical maximum amount of product (1.0 means a 100% yield; for example, 0.34 means a 34% yield). (1) The reactants are [I:1][C:2]1[CH:9]=[CH:8][C:5]([CH2:6][OH:7])=[CH:4][CH:3]=1.[O:10]1[CH:15]=[CH:14][CH2:13][CH2:12][CH2:11]1.C1(C)C=CC(S(O)(=O)=O)=CC=1. The catalyst is ClCCl. The product is [I:1][C:2]1[CH:9]=[CH:8][C:5]([CH2:6][O:7][CH:11]2[CH2:12][CH2:13][CH2:14][CH2:15][O:10]2)=[CH:4][CH:3]=1. The yield is 0.740. (2) The reactants are Cl[C:2]1[N:3]=[C:4](Cl)[C:5]2[C:6]([N:17]=1)=[N:7][C:8]([C:11]1[CH:16]=[CH:15][CH:14]=[CH:13][CH:12]=1)=[N:9][CH:10]=2.C([N:22]([CH2:26][CH3:27])[CH:23]([CH3:25])C)(C)C.[NH:28]1[CH2:33][CH2:32][O:31][CH2:30][CH2:29]1.[O:34]1CCCC1. No catalyst specified. The product is [C:11]1([C:8]2[N:7]=[C:6]3[N:17]=[C:2]([N:22]4[CH2:23][CH2:25][O:34][CH2:27][CH2:26]4)[N:3]=[C:4]([N:28]4[CH2:33][CH2:32][O:31][CH2:30][CH2:29]4)[C:5]3=[CH:10][N:9]=2)[CH:16]=[CH:15][CH:14]=[CH:13][CH:12]=1. The yield is 0.490. (3) The reactants are [Br:1][C:2]1[CH:3]=[N:4][N:5]2[CH:10]=[CH:9][C:8]([NH:11][C:12]3[CH:17]=[CH:16][CH:15]=[CH:14][CH:13]=3)=[N:7][C:6]=12.[C:18]([O:22][C:23](O[C:23]([O:22][C:18]([CH3:21])([CH3:20])[CH3:19])=[O:24])=[O:24])([CH3:21])([CH3:20])[CH3:19].[CH2:33]1[CH2:37]OC[CH2:34]1. The catalyst is CN(C1C=CN=CC=1)C. The product is [C:18]([O:22][C:23](=[O:24])[N:11]([C:8]1[CH:9]=[CH:10][N:5]2[N:4]=[CH:3][C:2]([Br:1])=[C:6]2[N:7]=1)[C:12]1[CH:17]=[CH:16][C:15]([CH:33]([CH3:37])[CH3:34])=[CH:14][CH:13]=1)([CH3:21])([CH3:20])[CH3:19]. The yield is 1.00. (4) The reactants are C([O-])([O-])=O.[Na+].[Na+].FC(F)(F)S(O[C:13]1[CH2:14][CH2:15][N:16]([C:19]([O:21][C:22]([CH3:25])([CH3:24])[CH3:23])=[O:20])[CH2:17][CH:18]=1)(=O)=O.S(O)(O)(=O)=O.[NH2:33][C:34]1[CH:35]=[C:36](B(O)O)[CH:37]=[CH:38][CH:39]=1.[NH2:33][C:34]1[CH:39]=[C:38](B(O)O)[CH:37]=[CH:36][CH:35]=1.[Cl-].[Li+]. The catalyst is C(COC)OC. The product is [NH2:33][C:34]1[CH:39]=[C:38]([C:13]2[CH2:14][CH2:15][N:16]([C:19]([O:21][C:22]([CH3:25])([CH3:24])[CH3:23])=[O:20])[CH2:17][CH:18]=2)[CH:37]=[CH:36][CH:35]=1. The yield is 0.810. (5) The reactants are FC(F)(F)C(O)=O.[CH:8]1([C@H:14]([NH:22][C:23]([C:25]2[CH:30]=[CH:29][C:28]([C:31]3[CH:36]=[CH:35][CH:34]=[CH:33][CH:32]=3)=[CH:27][C:26]=2[NH:37][C:38]([NH:40][C:41]2[C:46]([Cl:47])=[CH:45][C:44]([Cl:48])=[CH:43][C:42]=2[Cl:49])=[O:39])=[O:24])[C:15]([O:17]C(C)(C)C)=[O:16])[CH2:13][CH2:12][CH2:11][CH2:10][CH2:9]1. The catalyst is ClCCl. The product is [CH:8]1([CH:14]([NH:22][C:23]([C:25]2[CH:30]=[CH:29][C:28]([C:31]3[CH:36]=[CH:35][CH:34]=[CH:33][CH:32]=3)=[CH:27][C:26]=2[NH:37][C:38]([NH:40][C:41]2[C:42]([Cl:49])=[CH:43][C:44]([Cl:48])=[CH:45][C:46]=2[Cl:47])=[O:39])=[O:24])[C:15]([OH:17])=[O:16])[CH2:13][CH2:12][CH2:11][CH2:10][CH2:9]1. The yield is 0.160.